Dataset: Catalyst prediction with 721,799 reactions and 888 catalyst types from USPTO. Task: Predict which catalyst facilitates the given reaction. Reactant: [F:1][C:2]1[CH:3]=[C:4]([NH:31][C:32](=[O:45])[CH2:33][C:34]([NH:36][C:37]2[CH:42]=[CH:41][CH:40]=[CH:39][C:38]=2[O:43][CH3:44])=[O:35])[CH:5]=[CH:6][C:7]=1[O:8][C:9]1[CH:14]=[CH:13][N:12]=[C:11]2[CH:15]=[C:16]([C:18]3[N:19]=[CH:20][N:21](COCC[Si](C)(C)C)[CH:22]=3)[S:17][C:10]=12. Product: [NH:21]1[CH:22]=[C:18]([C:16]2[S:17][C:10]3[C:11](=[N:12][CH:13]=[CH:14][C:9]=3[O:8][C:7]3[CH:6]=[CH:5][C:4]([NH:31][C:32](=[O:45])[CH2:33][C:34]([NH:36][C:37]4[CH:42]=[CH:41][CH:40]=[CH:39][C:38]=4[O:43][CH3:44])=[O:35])=[CH:3][C:2]=3[F:1])[CH:15]=2)[N:19]=[CH:20]1. The catalyst class is: 67.